From a dataset of Reaction yield outcomes from USPTO patents with 853,638 reactions. Predict the reaction yield, written as a fraction of the theoretical maximum amount of product (1.0 means a 100% yield; for example, 0.34 means a 34% yield). (1) The reactants are [OH:1][CH2:2][C:3]([OH:5])=O.C1C=CC2N(O)N=NC=2C=1.C(Cl)CCl.[NH2:20][C@H:21]1[C:29]2[C:24](=[C:25]([C:30]3[N:34]=[C:33]([C:35]4[CH:36]=[CH:37][C:38]([O:43][CH:44]([CH3:46])[CH3:45])=[C:39]([CH:42]=4)[C:40]#[N:41])[O:32][N:31]=3)[CH:26]=[CH:27][CH:28]=2)[CH2:23][CH2:22]1. The catalyst is CN(C=O)C.CC(=O)OCC. The product is [C:40]([C:39]1[CH:42]=[C:35]([C:33]2[O:32][N:31]=[C:30]([C:25]3[CH:26]=[CH:27][CH:28]=[C:29]4[C:24]=3[CH2:23][CH2:22][C@H:21]4[NH:20][C:3](=[O:5])[CH2:2][OH:1])[N:34]=2)[CH:36]=[CH:37][C:38]=1[O:43][CH:44]([CH3:46])[CH3:45])#[N:41]. The yield is 0.480. (2) The reactants are FC(F)(F)C(O)=O.[Cl:8][C:9]1[CH:14]=[CH:13][C:12]([C:15]2([C:37]#[N:38])[CH:19]([CH2:20][C:21]([CH3:24])([CH3:23])[CH3:22])[NH:18][CH:17]([C:25]([OH:27])=O)[CH:16]2[C:28]2[CH:33]=[C:32]([Cl:34])[CH:31]=[CH:30][C:29]=2[O:35][CH3:36])=[C:11]([F:39])[CH:10]=1.CC1(C)[O:45][C@@H:44]([CH2:46][CH2:47][NH2:48])[CH2:43][O:42]1.CN(C(ON1N=NC2C=CC=NC1=2)=[N+](C)C)C.F[P-](F)(F)(F)(F)F.CCN(C(C)C)C(C)C.Cl. The catalyst is C(Cl)Cl.O1CCCC1. The product is [OH:45][C@H:44]([CH2:43][OH:42])[CH2:46][CH2:47][NH:48][C:25]([CH:17]1[CH:16]([C:28]2[CH:33]=[C:32]([Cl:34])[CH:31]=[CH:30][C:29]=2[O:35][CH3:36])[C:15]([C:12]2[CH:13]=[CH:14][C:9]([Cl:8])=[CH:10][C:11]=2[F:39])([C:37]#[N:38])[CH:19]([CH2:20][C:21]([CH3:24])([CH3:22])[CH3:23])[NH:18]1)=[O:27]. The yield is 0.210. (3) The reactants are Cl.[CH3:2][N:3]1[CH2:8][CH2:7][N:6]([S:9](Cl)(=[O:11])=[O:10])[CH2:5][CH2:4]1.Cl.[F:14][C:15]1[CH:20]=[CH:19][C:18]([NH:21][C:22]([NH:24][O:25][CH:26]2[CH2:31][CH2:30][NH:29][CH2:28][CH2:27]2)=[O:23])=[CH:17][CH:16]=1.C([O-])([O-])=O.[K+].[K+]. The product is [F:14][C:15]1[CH:20]=[CH:19][C:18]([NH:21][C:22]([NH:24][O:25][CH:26]2[CH2:31][CH2:30][N:29]([S:9]([N:6]3[CH2:7][CH2:8][N:3]([CH3:2])[CH2:4][CH2:5]3)(=[O:11])=[O:10])[CH2:28][CH2:27]2)=[O:23])=[CH:17][CH:16]=1. The catalyst is O.O1CCOCC1. The yield is 0.690. (4) The reactants are [CH3:1][NH:2][CH2:3][CH2:4][NH2:5].[F:6][C:7]([F:14])([F:13])[C:8]([O:10]CC)=O.O. The catalyst is C(#N)C. The product is [F:14][C:7]([F:6])([F:13])[C:8]([NH:5][CH2:4][CH2:3][NH:2][CH3:1])=[O:10]. The yield is 0.850. (5) The reactants are [O:1]=[C:2]1[C:10]2([CH2:14][O:13][C:12]3[CH:15]=[C:16]4[C:20](=[CH:21][C:11]2=3)[CH2:19][CH2:18][O:17]4)[C:9]2[C:4](=[CH:5][CH:6]=[CH:7][CH:8]=2)[N:3]1[CH2:22][CH2:23][CH:24]=[O:25].[CH3:26][Mg]Br. The catalyst is O1CCCC1. The product is [OH:25][CH:24]([CH3:26])[CH2:23][CH2:22][N:3]1[C:4]2[C:9](=[CH:8][CH:7]=[CH:6][CH:5]=2)[C:10]2([CH2:14][O:13][C:12]3[CH:15]=[C:16]4[C:20](=[CH:21][C:11]2=3)[CH2:19][CH2:18][O:17]4)[C:2]1=[O:1]. The yield is 0.590. (6) The catalyst is CN(C)C=O.C(OCC)(=O)C.O. The yield is 0.900. The product is [CH2:21]([N:8]1[C:4]2[C:3]([O:13][CH3:14])=[C:2]([Br:1])[CH:12]=[CH:11][C:5]=2[N:6]([CH3:10])[C:7]1=[O:9])[C:22]1[CH:27]=[CH:26][CH:25]=[CH:24][CH:23]=1. The reactants are [Br:1][C:2]1[CH:12]=[CH:11][C:5]2[N:6]([CH3:10])[C:7](=[O:9])[NH:8][C:4]=2[C:3]=1[O:13][CH3:14].C(=O)([O-])[O-].[Cs+].[Cs+].[CH2:21](Br)[C:22]1[CH:27]=[CH:26][CH:25]=[CH:24][CH:23]=1.